Dataset: Reaction yield outcomes from USPTO patents with 853,638 reactions. Task: Predict the reaction yield, written as a fraction of the theoretical maximum amount of product (1.0 means a 100% yield; for example, 0.34 means a 34% yield). (1) The reactants are [I:1][C:2]1[C:3](=[O:9])[NH:4][C:5](=[O:8])[NH:6][CH:7]=1.[C:10](Cl)(=[O:17])[C:11]1[CH:16]=[CH:15][CH:14]=[CH:13][CH:12]=1.O. The catalyst is N1C=CC=CC=1. The product is [C:10]([N:4]1[C:3](=[O:9])[C:2]([I:1])=[CH:7][NH:6][C:5]1=[O:8])(=[O:17])[C:11]1[CH:16]=[CH:15][CH:14]=[CH:13][CH:12]=1. The yield is 0.900. (2) The reactants are [OH:1][C:2]1[C:15]2[C:14](=[O:16])[C:13]3[CH:12]=[C:11]4[CH:17]=[CH:18][CH:19]=[CH:20][C:10]4=[CH:9][C:8]=3[O:7][C:6]=2[CH:5]=[C:4]([OH:21])[CH:3]=1.C([O-])([O-])=O.[K+].[K+].[CH2:28]1[S:30][CH:29]1[CH2:31]Cl. The catalyst is CC(C)=O. The product is [OH:1][C:2]1[C:15]2[C:14](=[O:16])[C:13]3[CH:12]=[C:11]4[CH:17]=[CH:18][CH:19]=[CH:20][C:10]4=[CH:9][C:8]=3[O:7][C:6]=2[CH:5]=[C:4]([O:21][CH2:31][CH:29]2[CH2:28][S:30]2)[CH:3]=1. The yield is 0.208. (3) The catalyst is CC([O-])=O.CC([O-])=O.[Pd+2].O. The reactants are Br[C:2]1[CH:7]=[CH:6][C:5]([C:8](=[C:16]2[CH2:21][CH2:20][CH2:19][CH2:18][CH2:17]2)[C:9]2[CH:14]=[CH:13][C:12]([OH:15])=[CH:11][CH:10]=2)=[C:4]([Cl:22])[CH:3]=1.[C:23]([O:27][C:28]([CH3:31])([CH3:30])[CH3:29])(=[O:26])[CH:24]=[CH2:25].CC1C=CC=CC=1P(C1C=CC=CC=1C)C1C=CC=CC=1C.CCN(CC)CC. The product is [Cl:22][C:4]1[CH:3]=[C:2](/[CH:25]=[CH:24]/[C:23]([O:27][C:28]([CH3:31])([CH3:30])[CH3:29])=[O:26])[CH:7]=[CH:6][C:5]=1[C:8](=[C:16]1[CH2:21][CH2:20][CH2:19][CH2:18][CH2:17]1)[C:9]1[CH:14]=[CH:13][C:12]([OH:15])=[CH:11][CH:10]=1. The yield is 0.600.